From a dataset of Full USPTO retrosynthesis dataset with 1.9M reactions from patents (1976-2016). Predict the reactants needed to synthesize the given product. (1) Given the product [C:39]([O:38][C:36]([N:33]1[CH2:34][CH2:35][N:30]([C:27]2[CH:28]=[CH:29][C:24]([CH2:23][N:8]([CH2:9][CH2:10][C:11]3[CH:16]=[C:15]([O:17][CH3:18])[C:14]([NH2:19])=[CH:13][C:12]=3[Cl:22])[C:6]([O:5][C:1]([CH3:3])([CH3:2])[CH3:4])=[O:7])=[CH:25][CH:26]=2)[CH2:31][CH2:32]1)=[O:37])([CH3:40])([CH3:41])[CH3:42], predict the reactants needed to synthesize it. The reactants are: [C:1]([O:5][C:6]([N:8]([CH2:23][C:24]1[CH:29]=[CH:28][C:27]([N:30]2[CH2:35][CH2:34][N:33]([C:36]([O:38][C:39]([CH3:42])([CH3:41])[CH3:40])=[O:37])[CH2:32][CH2:31]2)=[CH:26][CH:25]=1)[CH2:9][CH2:10][C:11]1[CH:16]=[C:15]([O:17][CH3:18])[C:14]([N+:19]([O-])=O)=[CH:13][C:12]=1[Cl:22])=[O:7])([CH3:4])([CH3:3])[CH3:2].[NH4+].[Cl-]. (2) Given the product [C:14]([C:13]1[CH:12]=[CH:11][C:10]([C:6]2[CH:5]=[C:4]3[C:9](=[CH:8][CH:7]=2)[N:1]([C:23]([O:22][C:19]([CH3:21])([CH3:20])[CH3:18])=[O:24])[CH:2]=[CH:3]3)=[CH:17][CH:16]=1)#[N:15], predict the reactants needed to synthesize it. The reactants are: [NH:1]1[C:9]2[C:4](=[CH:5][C:6]([C:10]3[CH:17]=[CH:16][C:13]([C:14]#[N:15])=[CH:12][CH:11]=3)=[CH:7][CH:8]=2)[CH:3]=[CH:2]1.[CH3:18][C:19]([O:22][C:23](O[C:23]([O:22][C:19]([CH3:21])([CH3:20])[CH3:18])=[O:24])=[O:24])([CH3:21])[CH3:20]. (3) Given the product [F:1][C:2]1[CH:3]=[C:4]([NH:18][C:29](=[O:36])[CH2:30][C:31]([O:33][CH2:34][CH3:35])=[O:32])[CH:5]=[CH:6][C:7]=1[O:8][C:9]1[C:14]2=[CH:15][CH:16]=[CH:17][N:13]2[N:12]=[CH:11][N:10]=1, predict the reactants needed to synthesize it. The reactants are: [F:1][C:2]1[CH:3]=[C:4]([NH2:18])[CH:5]=[CH:6][C:7]=1[O:8][C:9]1[C:14]2=[CH:15][CH:16]=[CH:17][N:13]2[N:12]=[CH:11][N:10]=1.C(N(C(C)C)CC)(C)C.Cl[C:29](=[O:36])[CH2:30][C:31]([O:33][CH2:34][CH3:35])=[O:32]. (4) Given the product [C:1]([O:5][C:6]([N:8]1[C:16]2[CH:15]=[C:14]([C:22]3[CH:23]=[CH:24][S:20][CH:21]=3)[N:13]=[CH:12][C:11]=2[C:10]([CH3:19])([CH3:18])[CH2:9]1)=[O:7])([CH3:4])([CH3:3])[CH3:2], predict the reactants needed to synthesize it. The reactants are: [C:1]([O:5][C:6]([N:8]1[C:16]2[CH:15]=[C:14](Cl)[N:13]=[CH:12][C:11]=2[C:10]([CH3:19])([CH3:18])[CH2:9]1)=[O:7])([CH3:4])([CH3:3])[CH3:2].[S:20]1[CH:24]=[CH:23][C:22](B(O)O)=[CH:21]1. (5) The reactants are: [CH3:1][O:2][C:3]1[CH:8]=[CH:7][C:6]([C:9](=O)[CH3:10])=[CH:5][CH:4]=1.Cl.[N+:13]([C:16]1[CH:24]=[CH:23][C:19]([CH2:20][O:21][NH2:22])=[CH:18][CH:17]=1)([O-:15])=[O:14]. Given the product [N+:13]([C:16]1[CH:17]=[CH:18][C:19]([CH2:20][O:21]/[N:22]=[C:9](/[C:6]2[CH:7]=[CH:8][C:3]([O:2][CH3:1])=[CH:4][CH:5]=2)\[CH3:10])=[CH:23][CH:24]=1)([O-:15])=[O:14], predict the reactants needed to synthesize it.